From a dataset of Forward reaction prediction with 1.9M reactions from USPTO patents (1976-2016). Predict the product of the given reaction. (1) The product is: [C:33]([O:32][C:30](=[O:31])[CH2:29][CH2:28][C:24]1[CH:23]=[C:22]([CH:27]=[CH:26][CH:25]=1)[CH2:21][NH:1][C:2]1[CH:7]=[CH:6][CH:5]=[CH:4][C:3]=1/[CH:8]=[CH:9]/[C:10]([O:12][CH3:13])=[O:11])([CH3:36])([CH3:34])[CH3:35]. Given the reactants [NH2:1][C:2]1[CH:7]=[CH:6][CH:5]=[CH:4][C:3]=1/[CH:8]=[CH:9]/[C:10]([O:12][CH3:13])=[O:11].C(=O)([O-])[O-].[K+].[K+].Br[CH2:21][C:22]1[CH:23]=[C:24]([CH2:28][CH2:29][C:30]([O:32][C:33]([CH3:36])([CH3:35])[CH3:34])=[O:31])[CH:25]=[CH:26][CH:27]=1, predict the reaction product. (2) Given the reactants C[Sn](C)(C)[C:3]1[CH:17]=[CH:16][C:6]([O:7][CH:8]2[CH:13]3[CH2:14][CH2:15][N:10]([CH2:11][CH2:12]3)[CH2:9]2)=[CH:5][CH:4]=1.Br[C:21]1[CH:29]=[C:28]2[C:24]([CH:25]=[CH:26][NH:27]2)=[CH:23][CH:22]=1, predict the reaction product. The product is: [N:10]12[CH2:15][CH2:14][CH:13]([CH2:12][CH2:11]1)[CH:8]([O:7][C:6]1[CH:16]=[CH:17][C:3]([C:21]3[CH:29]=[C:28]4[C:24]([CH:25]=[CH:26][NH:27]4)=[CH:23][CH:22]=3)=[CH:4][CH:5]=1)[CH2:9]2.